Task: Predict the reactants needed to synthesize the given product.. Dataset: Full USPTO retrosynthesis dataset with 1.9M reactions from patents (1976-2016) (1) Given the product [CH3:21][C:2]([OH:11])([CH3:1])[CH2:3][O:4][C:5]1[CH:10]=[CH:9][CH:8]=[CH:7][CH:6]=1, predict the reactants needed to synthesize it. The reactants are: [CH3:1][C:2]([CH3:21])([O:11]CC1C=CC(OC)=CC=1)[CH2:3][O:4][C:5]1[CH:10]=[CH:9][CH:8]=[CH:7][CH:6]=1. (2) Given the product [NH2:1][C@@H:2]([CH2:25][C:26]1[CH:27]=[N:28][C:29]([C:32]([F:34])([F:35])[CH3:33])=[CH:30][CH:31]=1)[CH2:3][NH:4][C:5]1[S:6][C:7]([C:14]2[CH:15]=[C:16]3[C:21](=[CH:22][CH:23]=2)[CH:20]=[N:19][C:18]([F:24])=[CH:17]3)=[C:8]([CH2:10][OH:11])[N:9]=1, predict the reactants needed to synthesize it. The reactants are: [NH2:1][C@@H:2]([CH2:25][C:26]1[CH:27]=[N:28][C:29]([C:32]([F:35])([F:34])[CH3:33])=[CH:30][CH:31]=1)[CH2:3][NH:4][C:5]1[S:6][C:7]([C:14]2[CH:15]=[C:16]3[C:21](=[CH:22][CH:23]=2)[CH:20]=[N:19][C:18]([F:24])=[CH:17]3)=[C:8]([C:10](OC)=[O:11])[N:9]=1.[BH4-].[Na+].CO. (3) Given the product [C:10]([O:14][C:15]([N:17]1[CH2:18][CH:19]=[C:20]([C:3]2[C:4]3[C:5](=[N:6][CH:7]=[CH:8][CH:9]=3)[NH:1][CH:2]=2)[CH2:21][CH2:22]1)=[O:16])([CH3:13])([CH3:11])[CH3:12], predict the reactants needed to synthesize it. The reactants are: [NH:1]1[C:5]2=[N:6][CH:7]=[CH:8][CH:9]=[C:4]2[CH:3]=[CH:2]1.[C:10]([O:14][C:15]([N:17]1[CH2:22][CH2:21][C:20](=O)[CH2:19][CH2:18]1)=[O:16])([CH3:13])([CH3:12])[CH3:11].[OH-].[K+]. (4) Given the product [CH3:1][O:2][C:3]([C:5]1[C:6]([O:14][CH2:26][C:25]2[C:38]([F:40])=[CH:39][C:22]([Br:21])=[CH:23][C:24]=2[F:41])=[N:7][S:8][C:9]=1[S:10]([CH3:13])(=[O:12])=[O:11])=[O:4], predict the reactants needed to synthesize it. The reactants are: [CH3:1][O:2][C:3]([C:5]1[C:6]([OH:14])=[N:7][S:8][C:9]=1[S:10]([CH3:13])(=[O:12])=[O:11])=[O:4].C(=O)([O-])[O-].[K+].[K+].[Br:21][C:22]1[CH:39]=[C:38]([F:40])[C:25]([CH2:26]OS(C2C=CC(C)=CC=2)(=O)=O)=[C:24]([F:41])[CH:23]=1.ClCCl.ClCCl. (5) Given the product [CH3:1][O:2][C:3]1[CH:4]=[C:5]([CH:11]2[NH:12][CH2:13][CH2:14][N:15]([C:18]3[C:27]4[C:22](=[CH:23][C:24]([O:30][CH3:31])=[C:25]([O:28][CH3:29])[CH:26]=4)[N:21]=[CH:20][N:19]=3)[CH2:16]2)[CH:6]=[C:7]([O:9][CH3:10])[CH:8]=1, predict the reactants needed to synthesize it. The reactants are: [CH3:1][O:2][C:3]1[CH:4]=[C:5]([CH:11]2[CH2:16][NH:15][CH2:14][CH2:13][NH:12]2)[CH:6]=[C:7]([O:9][CH3:10])[CH:8]=1.Cl[C:18]1[C:27]2[C:22](=[CH:23][C:24]([O:30][CH3:31])=[C:25]([O:28][CH3:29])[CH:26]=2)[N:21]=[CH:20][N:19]=1. (6) Given the product [Br:1][C:2]1[CH:3]=[C:4]2[C:10]([C:3]3[CH:2]=[C:22]([Cl:23])[N:6]=[C:5]([NH:8][CH:34]4[CH2:33][CH2:17][CH2:16][CH2:15][CH2:20]4)[CH:4]=3)=[CH:9][N:8]([S:12]([C:15]3[CH:20]=[CH:19][CH:18]=[CH:17][CH:16]=3)(=[O:14])=[O:13])[C:5]2=[N:6][CH:7]=1, predict the reactants needed to synthesize it. The reactants are: [Br:1][C:2]1[CH:3]=[C:4]2[C:10](I)=[CH:9][N:8]([S:12]([C:15]3[CH:20]=[CH:19][CH:18]=[CH:17][CH:16]=3)(=[O:14])=[O:13])[C:5]2=[N:6][CH:7]=1.Cl[CH2:22][Cl:23].C(=O)(O)[O-].[Na+].C(O[CH2:33][CH3:34])(=O)C. (7) Given the product [C:1]([C:5]1[O:9][N:8]=[C:7]([C:10]2[CH:15]=[C:14]([N:25]3[CH2:24][C:23]4([CH2:20][O:21][CH2:22]4)[CH2:27][CH2:26]3)[C:13]([CH:17]3[CH2:19][CH2:18]3)=[CH:12][N:11]=2)[N:6]=1)([CH3:4])([CH3:3])[CH3:2], predict the reactants needed to synthesize it. The reactants are: [C:1]([C:5]1[O:9][N:8]=[C:7]([C:10]2[CH:15]=[C:14](Cl)[C:13]([CH:17]3[CH2:19][CH2:18]3)=[CH:12][N:11]=2)[N:6]=1)([CH3:4])([CH3:3])[CH3:2].[CH2:20]1[C:23]2([CH2:27][CH2:26][NH:25][CH2:24]2)[CH2:22][O:21]1.C([O-])([O-])=O.[K+].[K+]. (8) Given the product [CH:1]1([N:6]2[C:10]3[N:11]=[C:12]([NH:15][C:16]4[CH:24]=[CH:23][C:19]([C:20]([N:47]5[C@H:32]6[CH2:39][N:38]([C:40]([O:42][C:43]([CH3:44])([CH3:46])[CH3:45])=[O:41])[CH2:37][C@@H:36]5[CH2:35][O:34][CH2:33]6)=[O:21])=[CH:18][N:17]=4)[N:13]=[CH:14][C:9]=3[CH:8]=[C:7]2[C:25](=[O:29])[N:26]([CH3:27])[CH3:28])[CH2:2][CH2:3][CH2:4][CH2:5]1, predict the reactants needed to synthesize it. The reactants are: [CH:1]1([N:6]2[C:10]3[N:11]=[C:12]([NH:15][C:16]4[CH:24]=[CH:23][C:19]([C:20](O)=[O:21])=[CH:18][N:17]=4)[N:13]=[CH:14][C:9]=3[CH:8]=[C:7]2[C:25](=[O:29])[N:26]([CH3:28])[CH3:27])[CH2:5][CH2:4][CH2:3][CH2:2]1.[Li+].[Cl-].[C@@H:32]12[NH:47][C@@H:36]([CH2:37][N:38]([C:40]([O:42][C:43]([CH3:46])([CH3:45])[CH3:44])=[O:41])[CH2:39]1)[CH2:35][O:34][CH2:33]2.